Dataset: Forward reaction prediction with 1.9M reactions from USPTO patents (1976-2016). Task: Predict the product of the given reaction. (1) Given the reactants [CH2:1]([O:8][C:9]([NH:11][C@H:12]([C:17]([NH:19][CH:20]1[CH2:25][CH2:24][N:23]([C:26](=[O:43])[C@@H](NC(OCC2C=CC=CC=2)=O)CC(C)C)[CH2:22][C:21]1=[O:44])=[O:18])[CH2:13][CH:14]([CH3:16])[CH3:15])=[O:10])[C:2]1[CH:7]=[CH:6][CH:5]=[CH:4][CH:3]=1.CCN(C(C)C)C(C)C.C(Cl)(=O)[C:55]1[CH:60]=[CH:59][CH:58]=[CH:57][CH:56]=1, predict the reaction product. The product is: [CH2:1]([O:8][C:9]([NH:11][C@H:12]([C:17]([NH:19][CH:20]1[CH2:25][CH2:24][N:23]([C:26](=[O:43])[C:55]2[CH:60]=[CH:59][CH:58]=[CH:57][CH:56]=2)[CH2:22][C:21]1=[O:44])=[O:18])[CH2:13][CH:14]([CH3:16])[CH3:15])=[O:10])[C:2]1[CH:3]=[CH:4][CH:5]=[CH:6][CH:7]=1. (2) Given the reactants [F:1][C:2]1[CH:3]=[C:4]2[C:9](=[CH:10][C:11]=1[F:12])[N:8]=[C:7]([CH3:13])[C:6]([C:14]([O:16][CH2:17][CH3:18])=[O:15])=[C:5]2O.P(Cl)(Cl)([Cl:22])=O.N, predict the reaction product. The product is: [Cl:22][C:5]1[C:4]2[C:9](=[CH:10][C:11]([F:12])=[C:2]([F:1])[CH:3]=2)[N:8]=[C:7]([CH3:13])[C:6]=1[C:14]([O:16][CH2:17][CH3:18])=[O:15]. (3) Given the reactants Br[C:2]1[CH:3]=[C:4]([C:8]2[N:17]=[C:16]([C:18]([O:20][CH2:21][CH3:22])=[O:19])[C:15]3[C:10](=[C:11]([O:23][CH3:24])[CH:12]=[CH:13][CH:14]=3)[N:9]=2)[CH:5]=[CH:6][CH:7]=1.[CH3:25][C:26]1[O:30][C:29]([C@@:31]([OH:35])([C:33]#[CH:34])[CH3:32])=[N:28][CH:27]=1, predict the reaction product. The product is: [OH:35][C@@:31]([C:29]1[O:30][C:26]([CH3:25])=[CH:27][N:28]=1)([CH3:32])[C:33]#[C:34][C:2]1[CH:3]=[C:4]([C:8]2[N:17]=[C:16]([C:18]([O:20][CH2:21][CH3:22])=[O:19])[C:15]3[C:10](=[C:11]([O:23][CH3:24])[CH:12]=[CH:13][CH:14]=3)[N:9]=2)[CH:5]=[CH:6][CH:7]=1. (4) Given the reactants [F:1][C:2]1[CH:22]=[CH:21][CH:20]=[C:19]([F:23])[C:3]=1[CH2:4][O:5][C:6]1[C:7]2[N:8]([C:12]([C:16](O)=[O:17])=[C:13]([CH3:15])[N:14]=2)[CH:9]=[CH:10][CH:11]=1.CN(C(ON1N=NC2C=CC=NC1=2)=[N+](C)C)C.F[P-](F)(F)(F)(F)F.C(N(CC)C(C)C)(C)C.[CH3:57][O:58][CH2:59][C:60]([CH3:64])([NH2:63])[CH2:61][NH2:62], predict the reaction product. The product is: [NH2:63][C:60]([CH3:64])([CH2:59][O:58][CH3:57])[CH2:61][NH:62][C:16]([C:12]1[N:8]2[CH:9]=[CH:10][CH:11]=[C:6]([O:5][CH2:4][C:3]3[C:19]([F:23])=[CH:20][CH:21]=[CH:22][C:2]=3[F:1])[C:7]2=[N:14][C:13]=1[CH3:15])=[O:17]. (5) Given the reactants [H-].[Na+].CCCCCC.[F:9][C:10]([F:18])=[CH:11][CH:12]1[CH2:16][NH:15][C:14](=[O:17])[CH2:13]1.Br[CH2:20][C:21]1[N:25]2[N:26]=[C:27]([Cl:30])[CH:28]=[CH:29][C:24]2=[N:23][C:22]=1[C:31]([F:34])([F:33])[F:32], predict the reaction product. The product is: [Cl:30][C:27]1[CH:28]=[CH:29][C:24]2[N:25]([C:21]([CH2:20][N:15]3[CH2:16][CH:12]([CH:11]=[C:10]([F:18])[F:9])[CH2:13][C:14]3=[O:17])=[C:22]([C:31]([F:34])([F:33])[F:32])[N:23]=2)[N:26]=1. (6) Given the reactants [O:1]=[C:2]1[NH:7][N:6]=[CH:5][C:4]([C:8]([NH:10][C@@:11]2([C:16]([OH:18])=O)[CH2:15][CH2:14][O:13][CH2:12]2)=[O:9])=[CH:3]1.CN(C(ON1N=NC2C=CC=CC1=2)=[N+](C)C)C.[B-](F)(F)(F)F.[F:41][C:42]1[CH:49]=[C:48]([NH:50][C:51]2[CH:56]=[CH:55][C:54]([O:57][CH3:58])=[CH:53][C:52]=2[C:59]([F:62])([F:61])[F:60])[CH:47]=[CH:46][C:43]=1[CH2:44][NH2:45], predict the reaction product. The product is: [F:41][C:42]1[CH:49]=[C:48]([NH:50][C:51]2[CH:56]=[CH:55][C:54]([O:57][CH3:58])=[CH:53][C:52]=2[C:59]([F:60])([F:61])[F:62])[CH:47]=[CH:46][C:43]=1[CH2:44][NH:45][C:16]([C@:11]1([NH:10][C:8]([C:4]2[CH:5]=[N:6][NH:7][C:2](=[O:1])[CH:3]=2)=[O:9])[CH2:15][CH2:14][O:13][CH2:12]1)=[O:18]. (7) Given the reactants [CH3:1][O:2][C:3]([C:5]1[CH:6]=[C:7](B(O)O)[CH:8]=[CH:9][CH:10]=1)=[O:4].P([O-])([O-])([O-])=O.[K+].[K+].[K+].Br[C:23]1[S:27][C:26]([S:28]([NH2:31])(=[O:30])=[O:29])=[CH:25][CH:24]=1.O1CCOCC1, predict the reaction product. The product is: [CH3:1][O:2][C:3](=[O:4])[C:5]1[CH:10]=[CH:9][CH:8]=[C:7]([C:23]2[S:27][C:26]([S:28](=[O:30])(=[O:29])[NH2:31])=[CH:25][CH:24]=2)[CH:6]=1. (8) Given the reactants Br[C:2]1[CH:3]=[CH:4][C:5]2[O:9][C:8]([CH:10]([NH:17][C:18]3[CH:23]=[CH:22][C:21]([C:24]([N:26]([CH3:34])[CH2:27][CH2:28][C:29]([O:31][CH2:32][CH3:33])=[O:30])=[O:25])=[CH:20][CH:19]=3)[CH:11]3[CH2:16][CH2:15][CH2:14][CH2:13][CH2:12]3)=[C:7]([CH3:35])[C:6]=2[CH:36]=1.[CH3:37][O:38][C:39]1[N:44]=[CH:43][C:42](B(O)O)=[CH:41][CH:40]=1.C(=O)([O-])[O-].[K+].[K+], predict the reaction product. The product is: [CH:11]1([CH:10]([NH:17][C:18]2[CH:19]=[CH:20][C:21]([C:24]([N:26]([CH3:34])[CH2:27][CH2:28][C:29]([O:31][CH2:32][CH3:33])=[O:30])=[O:25])=[CH:22][CH:23]=2)[C:8]2[O:9][C:5]3[CH:4]=[CH:3][C:2]([C:42]4[CH:43]=[N:44][C:39]([O:38][CH3:37])=[CH:40][CH:41]=4)=[CH:36][C:6]=3[C:7]=2[CH3:35])[CH2:16][CH2:15][CH2:14][CH2:13][CH2:12]1. (9) Given the reactants [CH2:1]1[C:14]2[C:13]3[CH:12]=[CH:11][CH:10]=[CH:9][C:8]=3[NH:7][C:6]=2[CH2:5][CH2:4][N:3]([C:15]([O:17][C:18]([CH3:21])([CH3:20])[CH3:19])=[O:16])[CH2:2]1.[H-].[Na+].Cl[CH2:25][C:26]([N:28]([CH3:30])[CH3:29])=[O:27].CCOC(C)=O, predict the reaction product. The product is: [CH3:29][N:28]([CH3:30])[C:26](=[O:27])[CH2:25][N:7]1[C:8]2[CH:9]=[CH:10][CH:11]=[CH:12][C:13]=2[C:14]2[CH2:1][CH2:2][N:3]([C:15]([O:17][C:18]([CH3:21])([CH3:20])[CH3:19])=[O:16])[CH2:4][CH2:5][C:6]1=2. (10) Given the reactants [CH:1]1([N:4]([CH3:21])[CH:5]2[CH2:14][CH2:13][C:12]([CH3:16])([CH3:15])[C:11]3[C:10](OC)=[C:9]([C:19]#[CH:20])[CH:8]=[CH:7][C:6]2=3)[CH2:3][CH2:2]1.[CH3:22][O:23][C:24](=[O:34])[CH2:25][C:26]1[CH:31]=[CH:30][C:29](I)=[CH:28][C:27]=1[F:33].C(N(CC)CC)C.[C:42](OCC)(=[O:44])C, predict the reaction product. The product is: [CH3:22][O:23][C:24](=[O:34])[CH2:25][C:26]1[CH:31]=[CH:30][C:29]([C:20]#[C:19][C:9]2[CH:8]=[C:7]([O:44][CH3:42])[C:6]3[CH:5]([N:4]([CH:1]4[CH2:2][CH2:3]4)[CH3:21])[CH2:14][CH2:13][C:12]([CH3:16])([CH3:15])[C:11]=3[CH:10]=2)=[CH:28][C:27]=1[F:33].